From a dataset of Forward reaction prediction with 1.9M reactions from USPTO patents (1976-2016). Predict the product of the given reaction. Given the reactants [O:1]=[C:2]1[CH:7]=[C:6]([O:8][CH:9]2[CH2:14][CH2:13][N:12]([C:15]([O:17][C:18]([CH3:21])([CH3:20])[CH3:19])=[O:16])[CH2:11][CH2:10]2)[CH:5]=[CH:4][NH:3]1.CN(C=O)C.[H-].[Na+].[F:29][C:30]1[CH:31]=[C:32]([CH:35]=[CH:36][C:37]=1F)[C:33]#[N:34], predict the reaction product. The product is: [C:33]([C:32]1[CH:35]=[CH:36][C:37]([N:3]2[CH:4]=[CH:5][C:6]([O:8][CH:9]3[CH2:14][CH2:13][N:12]([C:15]([O:17][C:18]([CH3:21])([CH3:20])[CH3:19])=[O:16])[CH2:11][CH2:10]3)=[CH:7][C:2]2=[O:1])=[C:30]([F:29])[CH:31]=1)#[N:34].